From a dataset of Catalyst prediction with 721,799 reactions and 888 catalyst types from USPTO. Predict which catalyst facilitates the given reaction. (1) Reactant: [ClH:1].[CH2:2]([N:9]1[C:14](=[O:15])[C:13]([C:16]2[CH:21]=[CH:20][C:19]([O:22][C:23]3[C:32]4[C:27](=[CH:28][C:29]([O:35][CH2:36][CH2:37][CH2:38][N:39]5[CH2:44][CH2:43][N:42]([CH3:45])[CH2:41][CH2:40]5)=[C:30]([O:33][CH3:34])[CH:31]=4)[N:26]=[CH:25][CH:24]=3)=[C:18]([F:46])[CH:17]=2)=[CH:12][N:11]=[CH:10]1)[C:3]1[CH:8]=[CH:7][CH:6]=[CH:5][CH:4]=1. Product: [ClH:1].[CH2:2]([N:9]1[C:14](=[O:15])[C:13]([C:16]2[CH:21]=[CH:20][C:19]([O:22][C:23]3[C:32]4[C:27](=[CH:28][C:29]([O:35][CH2:36][CH2:37][CH2:38][N:39]5[CH2:44][CH2:43][N:42]([CH3:45])[CH2:41][CH2:40]5)=[C:30]([O:33][CH3:34])[CH:31]=4)[N:26]=[CH:25][CH:24]=3)=[C:18]([F:46])[CH:17]=2)=[CH:12][N:11]=[CH:10]1)[C:3]1[CH:8]=[CH:7][CH:6]=[CH:5][CH:4]=1. The catalyst class is: 28. (2) Reactant: [C:1]([O:5][C:6](=[O:17])[C@H:7]([CH2:9][C:10]1[CH:15]=[CH:14][C:13]([OH:16])=[CH:12][CH:11]=1)[NH2:8])([CH3:4])([CH3:3])[CH3:2].[C:18](=[O:21])(O)[O-:19].[Na+].C1COCC1.Cl[C:29]([O:31][CH2:32][C:33]1[CH:38]=[CH:37][CH:36]=[CH:35][CH:34]=1)=[O:30]. Product: [C:1]([O:5][C:6](=[O:17])[C@H:7]([CH2:9][C:10]1[CH:15]=[CH:14][C:13]([OH:16])=[CH:12][CH:11]=1)[NH:8][C:29]([O:31][CH2:32][C:33]1[CH:38]=[CH:37][CH:36]=[CH:35][CH:34]=1)=[O:30])([CH3:4])([CH3:2])[CH3:3].[C:18](=[O:21])([O-:19])[NH2:8]. The catalyst class is: 280. (3) Reactant: [F:1][C:2]1[CH:10]=[C:9]2[C:5]([C:6]([CH3:32])=[CH:7][N:8]2[S:11]([C:14]2[C:23]3[C:18](=[CH:19][CH:20]=[CH:21][CH:22]=3)[C:17]([O:24][CH3:25])=[C:16]([N:26]3[CH2:31][CH2:30][NH:29][CH2:28][CH2:27]3)[CH:15]=2)(=[O:13])=[O:12])=[CH:4][CH:3]=1.[C:33]([BH3-])#N.[Na+].C=O. Product: [F:1][C:2]1[CH:10]=[C:9]2[C:5]([C:6]([CH3:32])=[CH:7][N:8]2[S:11]([C:14]2[C:23]3[C:18](=[CH:19][CH:20]=[CH:21][CH:22]=3)[C:17]([O:24][CH3:25])=[C:16]([N:26]3[CH2:27][CH2:28][N:29]([CH3:33])[CH2:30][CH2:31]3)[CH:15]=2)(=[O:13])=[O:12])=[CH:4][CH:3]=1. The catalyst class is: 5.